From a dataset of Full USPTO retrosynthesis dataset with 1.9M reactions from patents (1976-2016). Predict the reactants needed to synthesize the given product. (1) The reactants are: [N:1]1([CH2:6][CH2:7][CH2:8][O:9][C:10]2[CH:44]=[CH:43][C:13]([CH2:14][CH2:15][C:16]3[CH:21]=[CH:20][C:19]([F:22])=[CH:18][C:17]=3[C:23]3[N:28]=[C:27]([N:29]4[C:33]([C:34]([F:37])([F:36])[F:35])=[C:32]([C:38]([O:40]CC)=[O:39])[CH:31]=[N:30]4)[CH:26]=[CH:25][CH:24]=3)=[C:12]([CH3:45])[CH:11]=2)[CH:5]=[CH:4][CH:3]=[N:2]1.[OH-].[Li+].C(O)(=O)CC(CC(O)=O)(C(O)=O)O. Given the product [N:1]1([CH2:6][CH2:7][CH2:8][O:9][C:10]2[CH:44]=[CH:43][C:13]([CH2:14][CH2:15][C:16]3[CH:21]=[CH:20][C:19]([F:22])=[CH:18][C:17]=3[C:23]3[N:28]=[C:27]([N:29]4[C:33]([C:34]([F:37])([F:35])[F:36])=[C:32]([C:38]([OH:40])=[O:39])[CH:31]=[N:30]4)[CH:26]=[CH:25][CH:24]=3)=[C:12]([CH3:45])[CH:11]=2)[CH:5]=[CH:4][CH:3]=[N:2]1, predict the reactants needed to synthesize it. (2) The reactants are: Cl[C:2]1[CH:7]=[C:6]([Cl:8])[N:5]=[N:4][C:3]=1[CH3:9].CC1(C)C(C)(C)OB([C:18]2[S:22][C:21]([C:23]([O:25][CH3:26])=[O:24])=[CH:20][CH:19]=2)O1.[F-].[K+].N#N. Given the product [Cl:8][C:6]1[N:5]=[N:4][C:3]([CH3:9])=[C:2]([C:18]2[S:22][C:21]([C:23]([O:25][CH3:26])=[O:24])=[CH:20][CH:19]=2)[CH:7]=1, predict the reactants needed to synthesize it.